From a dataset of Reaction yield outcomes from USPTO patents with 853,638 reactions. Predict the reaction yield, written as a fraction of the theoretical maximum amount of product (1.0 means a 100% yield; for example, 0.34 means a 34% yield). (1) The yield is 0.885. The reactants are [NH2:1][C:2]1[CH:7]=[CH:6][C:5]([Cl:8])=[CH:4][C:3]=1[CH2:9][N:10]1[CH:14]=[C:13]([CH3:15])[CH:12]=[C:11]1[C:16]([O:18]CC)=O.CC(C)([O-])C.[K+].O. The product is [Cl:8][C:5]1[CH:6]=[CH:7][C:2]2[NH:1][C:16](=[O:18])[C:11]3=[CH:12][C:13]([CH3:15])=[CH:14][N:10]3[CH2:9][C:3]=2[CH:4]=1. The catalyst is CS(C)=O. (2) The reactants are [NH2:1][CH2:2][C:3]1([OH:8])[CH2:7][CH2:6][CH2:5][CH2:4]1.C(N(CC)CC)C.Cl[C:17]1[C:26]2[C:21](=[CH:22][CH:23]=[CH:24][CH:25]=2)[N:20]=[CH:19][C:18]=1[N+:27]([O-:29])=[O:28]. The catalyst is ClCCl.O. The product is [N+:27]([C:18]1[CH:19]=[N:20][C:21]2[C:26]([C:17]=1[NH:1][CH2:2][C:3]1([OH:8])[CH2:7][CH2:6][CH2:5][CH2:4]1)=[CH:25][CH:24]=[CH:23][CH:22]=2)([O-:29])=[O:28]. The yield is 0.520.